This data is from Full USPTO retrosynthesis dataset with 1.9M reactions from patents (1976-2016). The task is: Predict the reactants needed to synthesize the given product. (1) Given the product [Br:1][C:2]1[CH:3]=[C:4]([NH:10][C:11]2[CH:20]=[CH:19][C:18]3[CH2:17][NH:16][CH2:15][CH2:14][C:13]=3[N:12]=2)[C:5](=[O:9])[N:6]([CH3:8])[CH:7]=1, predict the reactants needed to synthesize it. The reactants are: [Br:1][C:2]1[CH:3]=[C:4]([NH:10][C:11]2[CH:20]=[CH:19][C:18]3[CH2:17][N:16](C(OC(C)(C)C)=O)[CH2:15][CH2:14][C:13]=3[N:12]=2)[C:5](=[O:9])[N:6]([CH3:8])[CH:7]=1.Cl. (2) Given the product [CH3:14][N:15]([CH3:18])/[CH:16]=[CH:2]\[C:1]([C:4]1[CH:5]=[C:6]([CH:11]=[CH:12][N:13]=1)[C:7]([O:9][CH3:10])=[O:8])=[O:3], predict the reactants needed to synthesize it. The reactants are: [C:1]([C:4]1[CH:5]=[C:6]([CH:11]=[CH:12][N:13]=1)[C:7]([O:9][CH3:10])=[O:8])(=[O:3])[CH3:2].[CH3:14][N:15]([CH3:18])[CH:16]=O.C[C:14]([N:15]([CH3:18])[CH3:16])=O. (3) Given the product [CH3:18][N:2]([CH3:1])[S:3]([N:6]1[C:10]([CH2:11][C:12]2[S:13][CH:14]=[CH:15][CH:16]=2)=[CH:9][N:8]=[CH:7]1)(=[O:5])=[O:4], predict the reactants needed to synthesize it. The reactants are: [CH3:1][N:2]([CH3:18])[S:3]([N:6]1[C:10]([CH:11](O)[C:12]2[S:13][CH:14]=[CH:15][CH:16]=2)=[CH:9][N:8]=[CH:7]1)(=[O:5])=[O:4].CO. (4) Given the product [OH:29][C@H:14]([C@H:15]1[O:20][CH2:19][CH2:18][N:17]([C:21]2[CH:22]=[CH:23][C:24]([CH3:27])=[CH:25][CH:26]=2)[C:16]1=[O:28])[C:13]1[NH:12][C:6]2[C:7]([C:8](=[O:9])[N:10]=1)=[CH:11][C:3]([C:1]#[N:2])=[CH:4][CH:5]=2, predict the reactants needed to synthesize it. The reactants are: [C:1]([C:3]1[CH:4]=[CH:5][C:6]([NH:12][C:13](=O)[C@H:14]([OH:29])[C@H:15]2[O:20][CH2:19][CH2:18][N:17]([C:21]3[CH:26]=[CH:25][C:24]([CH3:27])=[CH:23][CH:22]=3)[C:16]2=[O:28])=[C:7]([CH:11]=1)[C:8]([NH2:10])=[O:9])#[N:2].[OH-].[Na+]. (5) Given the product [F:33][C:28]1[CH:29]=[CH:30][CH:31]=[CH:32][C:27]=1[CH2:26][CH:23]([CH:20]1[CH2:19][CH2:18][N:17]([CH2:16][C:11]2[C:10](=[O:9])[NH:15][CH:14]=[CH:13][N:12]=2)[CH2:22][CH2:21]1)[C:24]#[N:25], predict the reactants needed to synthesize it. The reactants are: C([O-])(=O)C.C([O:9][C:10]1[C:11]([CH2:16][N:17]2[CH2:22][CH2:21][CH:20]([CH:23]([CH2:26][C:27]3[CH:32]=[CH:31][CH:30]=[CH:29][C:28]=3[F:33])[C:24]#[N:25])[CH2:19][CH2:18]2)=[N:12][CH:13]=[CH:14][N:15]=1)(C)(C)C.[OH-].[Na+]. (6) The reactants are: Br[C:2]1[CH:7]=[CH:6][C:5]([CH2:8][OH:9])=[C:4]([CH3:10])[CH:3]=1.[C:11]([C:13]1[CH:18]=[CH:17][C:16](B(O)O)=[CH:15][CH:14]=1)#[N:12]. Given the product [OH:9][CH2:8][C:5]1[CH:6]=[CH:7][C:2]([C:16]2[CH:17]=[CH:18][C:13]([C:11]#[N:12])=[CH:14][CH:15]=2)=[CH:3][C:4]=1[CH3:10], predict the reactants needed to synthesize it.